Dataset: Forward reaction prediction with 1.9M reactions from USPTO patents (1976-2016). Task: Predict the product of the given reaction. (1) Given the reactants [N+:1]([C:4]1[CH:9]=[CH:8][C:7]([N:10]2[CH:15]=[CH:14][N:13]=[CH:12][C:11]2=[O:16])=[CH:6][CH:5]=1)([O-])=O.Cl[Sn]Cl, predict the reaction product. The product is: [NH2:1][C:4]1[CH:5]=[CH:6][C:7]([N:10]2[CH:15]=[CH:14][N:13]=[CH:12][C:11]2=[O:16])=[CH:8][CH:9]=1. (2) Given the reactants [N:1]1[N:2]([C:10]2[CH:30]=[CH:29][C:13]([O:14][CH:15]([C:19]3[CH:28]=[CH:27][C:22]([C:23](OC)=[O:24])=[CH:21][CH:20]=3)[CH2:16][CH2:17][CH3:18])=[CH:12][CH:11]=2)[CH:3]=[C:4]2[C:9]=1[CH2:8][CH2:7][CH2:6][CH2:5]2.[C:31]([OH:37])([C:33](F)(F)F)=[O:32].[C:38](#[N:40])C, predict the reaction product. The product is: [N:1]1[N:2]([C:10]2[CH:30]=[CH:29][C:13]([O:14][CH:15]([C:19]3[CH:20]=[CH:21][C:22]([C:23]([NH:40][CH2:38][CH2:33][C:31]([OH:37])=[O:32])=[O:24])=[CH:27][CH:28]=3)[CH2:16][CH2:17][CH3:18])=[CH:12][CH:11]=2)[CH:3]=[C:4]2[C:9]=1[CH2:8][CH2:7][CH2:6][CH2:5]2. (3) Given the reactants [CH3:1][C:2]([O:5][C:6]([N:8]([C:26]([O:28][C:29]([CH3:32])([CH3:31])[CH3:30])=[O:27])[N:9]([C:17]1[C:22]([F:23])=[C:21](Cl)[N:20]=[C:19]([Cl:25])[N:18]=1)[C:10]([O:12][C:13]([CH3:16])([CH3:15])[CH3:14])=[O:11])=[O:7])([CH3:4])[CH3:3].C(N(CC)CC)C.Cl.[NH2:41][CH2:42][C:43]1[S:44][CH:45]=[CH:46][N:47]=1, predict the reaction product. The product is: [CH3:4][C:2]([O:5][C:6]([N:8]([C:26]([O:28][C:29]([CH3:32])([CH3:31])[CH3:30])=[O:27])[N:9]([C:17]1[C:22]([F:23])=[C:21]([NH:41][CH2:42][C:43]2[S:44][CH:45]=[CH:46][N:47]=2)[N:20]=[C:19]([Cl:25])[N:18]=1)[C:10]([O:12][C:13]([CH3:14])([CH3:15])[CH3:16])=[O:11])=[O:7])([CH3:1])[CH3:3]. (4) Given the reactants [NH2:1][C:2]1[CH:3]=[N:4][CH:5]=[CH:6][CH:7]=1.C(N(CC)CC)C.Cl[CH2:16][CH2:17][O:18][C:19](=[O:23])[C:20]([O-])=[O:21], predict the reaction product. The product is: [O:21]=[C:20]([NH:1][C:2]1[CH:3]=[N:4][CH:5]=[CH:6][CH:7]=1)[C:19]([O:18][CH2:17][CH3:16])=[O:23]. (5) Given the reactants C(OC([C:6]1[N:7]([CH2:19][CH2:20][NH:21][C:22]([O:24]C(C)(C)C)=O)[N:8]=[C:9]([CH2:11][O:12][C:13]2[CH:18]=[CH:17][CH:16]=[CH:15][CH:14]=2)[CH:10]=1)=O)C.C([O-])([O-])=O.[Na+].[Na+], predict the reaction product. The product is: [O:12]([CH2:11][C:9]1[CH:10]=[C:6]2[C:22](=[O:24])[NH:21][CH2:20][CH2:19][N:7]2[N:8]=1)[C:13]1[CH:18]=[CH:17][CH:16]=[CH:15][CH:14]=1.